This data is from Catalyst prediction with 721,799 reactions and 888 catalyst types from USPTO. The task is: Predict which catalyst facilitates the given reaction. Reactant: O([CH2:9][CH2:10][O:11][CH2:12][CH3:13])S(C(F)(F)F)(=O)=O.[CH3:14][C@H:15]1[C@@:54]2([OH:56])[O:55][C@H:18]([CH2:19][C@H:20]([O:77][CH3:78])[C:21]([CH3:76])=[CH:22][CH:23]=[CH:24][CH:25]=[CH:26][C@@H:27]([CH3:75])[CH2:28][C@@H:29]([CH3:74])[C:30]([C@H:32]([O:72][CH3:73])[C@H:33]([OH:71])[C:34]([CH3:70])=[CH:35][C@@H:36]([CH3:69])[C:37]([CH2:39][C@@H:40]([C@@H:57]([CH2:59][C@H:60]3[CH2:65][C@@H:64]([O:66][CH3:67])[C@H:63]([OH:68])[CH2:62][CH2:61]3)[CH3:58])[O:41][C:42]([C@H:44]3[N:49]([C:50]([C:52]2=[O:53])=[O:51])[CH2:48][CH2:47][CH2:46][CH2:45]3)=[O:43])=[O:38])=[O:31])[CH2:17][CH2:16]1.N1C(C)=CC=CC=1C.O. Product: [CH3:9][CH2:10][O:11][CH2:12][CH2:13][O:68][C@H:63]1[C@H:64]([O:66][CH3:67])[CH2:65][CH:60]([CH2:59][C@H:57]([CH:40]2[O:41][C:42](=[O:43])[C@H:44]3[N:49]([CH2:48][CH2:47][CH2:46][CH2:45]3)[C:50](=[O:51])[C:52](=[O:53])[C@:54]3([OH:56])[O:55][C@@H:18]([CH2:17][CH2:16][C@H:15]3[CH3:14])[CH2:19][C@H:20]([O:77][CH3:78])[C:21]([CH3:76])=[CH:22][CH:23]=[CH:24][CH:25]=[CH:26][CH:27]([CH3:75])[CH2:28][C@@H:29]([CH3:74])[C:30](=[O:31])[C@H:32]([O:72][CH3:73])[C@H:33]([OH:71])[C:34]([CH3:70])=[CH:35][C@@H:36]([CH3:69])[C:37](=[O:38])[CH2:39]2)[CH3:58])[CH2:61][CH2:62]1. The catalyst class is: 133.